This data is from Reaction yield outcomes from USPTO patents with 853,638 reactions. The task is: Predict the reaction yield, written as a fraction of the theoretical maximum amount of product (1.0 means a 100% yield; for example, 0.34 means a 34% yield). (1) The reactants are Cl[C:2]1[N:7]=[C:6]([N:8]2[CH2:13][CH2:12][CH:11]([C:14]3[C:22]4[C:17](=[N:18][CH:19]=[CH:20][CH:21]=4)[NH:16][CH:15]=3)[CH2:10][CH2:9]2)[N:5]=[C:4]([O:23][CH2:24][C@H:25]2[CH2:27][C@H:26]2[C:28]#[N:29])[N:3]=1.C1C=CC(P(C2C=CC=CC=2)CCCP(C2C=CC=CC=2)C2C=CC=CC=2)=CC=1.C[CH2:60][O:61][C:62](C)=[O:63]. The catalyst is CO. The product is [C:28]([C@@H:26]1[CH2:27][C@@H:25]1[CH2:24][O:23][C:4]1[N:5]=[C:6]([N:8]2[CH2:13][CH2:12][CH:11]([C:14]3[C:22]4[C:17](=[N:18][CH:19]=[CH:20][CH:21]=4)[NH:16][CH:15]=3)[CH2:10][CH2:9]2)[N:7]=[C:2]([C:62]([O:61][CH3:60])=[O:63])[N:3]=1)#[N:29]. The yield is 0.780. (2) The reactants are [CH:1]1[CH:6]=[CH:5][NH+:4]=[CH:3][CH:2]=1.[CH:7]1[CH:12]=[CH:11][NH+:10]=[CH:9][CH:8]=1.[O-:13][Cr:14]([O:17][Cr:18]([O-:21])(=[O:20])=[O:19])(=[O:16])=[O:15].[Na].Cl. The catalyst is O. The product is [CH:1]1[CH:6]=[CH:5][NH+:4]=[CH:3][CH:2]=1.[CH:7]1[CH:12]=[CH:11][NH+:10]=[CH:9][CH:8]=1.[O-:16][Cr:14]([O:17][Cr:18]([O-:21])(=[O:20])=[O:19])(=[O:15])=[O:13]. The yield is 0.700.